Dataset: Tyrosyl-DNA phosphodiesterase HTS with 341,365 compounds. Task: Binary Classification. Given a drug SMILES string, predict its activity (active/inactive) in a high-throughput screening assay against a specified biological target. (1) The result is 0 (inactive). The drug is S(=O)(=O)(Nc1c(C(OCC(=O)N2N=C(CC2)c2ccccc2)=O)cccc1)C. (2) The molecule is S1C2N(C(=O)C2NC(=O)/C(=N/OC)c2nc(sc2)N)C(=C(C1)COC(=O)C)C([O-])=O. The result is 1 (active). (3) The result is 0 (inactive). The molecule is Clc1c(nc(SCc2ccc(cc2)C)nc1)C(=O)Nc1sc2c(CCCC2)c1C(OC)=O. (4) The compound is O=c1n(Cc2ccccc2)c(nc2c1cccc2)/C=C\c1cccnc1. The result is 1 (active). (5) The compound is S1(=O)(=O)N=C(Nc2cc(ccc2)C(OC)=O)c2c1cccc2. The result is 0 (inactive). (6) The drug is S(=O)(=O)(NCC(OCC(=O)N(C1CCCCC1)CC)=O)c1cc([N+]([O-])=O)c(SC)cc1. The result is 0 (inactive).